Dataset: Full USPTO retrosynthesis dataset with 1.9M reactions from patents (1976-2016). Task: Predict the reactants needed to synthesize the given product. (1) Given the product [Br:7][C:8]1[C:16]([CH3:17])=[CH:15][C:11]([CH2:12][OH:13])=[CH:10][CH:9]=1, predict the reactants needed to synthesize it. The reactants are: [H-].[H-].[H-].[H-].[Li+].[Al+3].[Br:7][C:8]1[C:16]([CH3:17])=[CH:15][C:11]([C:12](O)=[O:13])=[CH:10][CH:9]=1.O. (2) Given the product [C:6]([O:5][C:3](=[O:4])[CH2:2][O:20][C:16]1[CH:15]=[CH:14][C:13]([Cl:18])=[CH:12][C:11]=1[Br:10])([CH3:9])([CH3:8])[CH3:7], predict the reactants needed to synthesize it. The reactants are: Br[CH2:2][C:3]([O:5][C:6]([CH3:9])([CH3:8])[CH3:7])=[O:4].[Br:10][C:11]1[CH:16]=[CH:15][C:14](O)=[C:13]([Cl:18])[CH:12]=1.C(=O)([O-])[O-:20].[K+].[K+]. (3) Given the product [ClH:35].[ClH:35].[NH2:8][CH:9]([CH2:14][C:15]1[CH:16]=[CH:17][C:18]([O:21][C:22]2[CH:27]=[CH:26][C:25]([NH:28][C:29]3[CH:34]=[CH:33][CH:32]=[CH:31][N:30]=3)=[CH:24][CH:23]=2)=[CH:19][CH:20]=1)[C:10]([O:12][CH3:13])=[O:11], predict the reactants needed to synthesize it. The reactants are: C(OC([NH:8][CH:9]([CH2:14][C:15]1[CH:20]=[CH:19][C:18]([O:21][C:22]2[CH:27]=[CH:26][C:25]([NH:28][C:29]3[CH:34]=[CH:33][CH:32]=[CH:31][N:30]=3)=[CH:24][CH:23]=2)=[CH:17][CH:16]=1)[C:10]([O:12][CH3:13])=[O:11])=O)(C)(C)C.[ClH:35]. (4) Given the product [F:37][C:11]1[CH:10]=[C:9]([O:8][C:6]2[CH:5]=[CH:4][N:3]=[C:2]([NH:48][C:44](=[O:47])[CH2:45][CH3:46])[CH:7]=2)[C:14]([F:15])=[CH:13][C:12]=1[NH:16][C:17]([C:19]1[C:20](=[O:36])[N:21]([C:29]2[CH:34]=[CH:33][C:32]([F:35])=[CH:31][CH:30]=2)[CH:22]=[CH:23][C:24]=1[O:25][CH:26]([CH3:28])[CH3:27])=[O:18], predict the reactants needed to synthesize it. The reactants are: Cl[C:2]1[CH:7]=[C:6]([O:8][C:9]2[C:14]([F:15])=[CH:13][C:12]([NH:16][C:17]([C:19]3[C:20](=[O:36])[N:21]([C:29]4[CH:34]=[CH:33][C:32]([F:35])=[CH:31][CH:30]=4)[CH:22]=[CH:23][C:24]=3[O:25][CH:26]([CH3:28])[CH3:27])=[O:18])=[C:11]([F:37])[CH:10]=2)[CH:5]=[CH:4][N:3]=1.C([O-])([O-])=O.[Cs+].[Cs+].[C:44]([NH2:48])(=[O:47])[CH2:45][CH3:46].CC1(C)C2C(=C(P(C3C=CC=CC=3)C3C=CC=CC=3)C=CC=2)OC2C(P(C3C=CC=CC=3)C3C=CC=CC=3)=CC=CC1=2.